Dataset: Forward reaction prediction with 1.9M reactions from USPTO patents (1976-2016). Task: Predict the product of the given reaction. (1) Given the reactants [CH3:1][O:2][C:3]1[CH:4]=[C:5]([CH:18]=[CH:19][C:20]=1[O:21][CH3:22])[C:6]([C:8]1C=C[C:11]([O:14]C)=[C:10](OC)[CH:9]=1)=[O:7].C1(OC)C(=CC=CC=1)OC.[Cl-].[Al+3].[Cl-].[Cl-].O1C=CC=C1C(Cl)=O, predict the reaction product. The product is: [CH3:1][O:2][C:3]1[CH:4]=[C:5]([CH:18]=[CH:19][C:20]=1[O:21][CH3:22])[C:6]([C:8]1[O:14][CH:11]=[CH:10][CH:9]=1)=[O:7]. (2) Given the reactants [H-].[Al+3].[Li+].[H-].[H-].[H-].C[O:8][C:9](=O)[C:10]1[CH:15]=[CH:14][C:13]([CH2:16][NH:17][C:18]([O:20][C:21]([CH3:24])([CH3:23])[CH3:22])=[O:19])=[CH:12][C:11]=1[Cl:25], predict the reaction product. The product is: [C:21]([O:20][C:18](=[O:19])[NH:17][CH2:16][C:13]1[CH:14]=[CH:15][C:10]([CH2:9][OH:8])=[C:11]([Cl:25])[CH:12]=1)([CH3:24])([CH3:22])[CH3:23]. (3) Given the reactants [Br:1][C:2]1[CH:10]=[CH:9][C:8]([I:11])=[CH:7][C:3]=1[C:4](O)=[O:5].C(Cl)(=O)C([Cl:15])=O, predict the reaction product. The product is: [Br:1][C:2]1[CH:10]=[CH:9][C:8]([I:11])=[CH:7][C:3]=1[C:4]([Cl:15])=[O:5]. (4) Given the reactants [C:1]([O:5][C:6]([N:8]1[CH2:13][CH2:12][CH:11]([O:14][C:15]2[CH:20]=[CH:19][C:18](Br)=[CH:17][CH:16]=2)[CH2:10][CH2:9]1)=[O:7])([CH3:4])([CH3:3])[CH3:2].[B:22]1([B:22]2[O:26][C:25]([CH3:28])([CH3:27])[C:24]([CH3:30])([CH3:29])[O:23]2)[O:26][C:25]([CH3:28])([CH3:27])[C:24]([CH3:30])([CH3:29])[O:23]1.CC([O-])=O.[K+], predict the reaction product. The product is: [C:1]([O:5][C:6]([N:8]1[CH2:13][CH2:12][CH:11]([O:14][C:15]2[CH:20]=[CH:19][C:18]([B:22]3[O:26][C:25]([CH3:28])([CH3:27])[C:24]([CH3:30])([CH3:29])[O:23]3)=[CH:17][CH:16]=2)[CH2:10][CH2:9]1)=[O:7])([CH3:4])([CH3:3])[CH3:2]. (5) Given the reactants [Br:1][C:2]1[N:6]=[C:5]([NH:7][C:8]2[CH:13]=[CH:12][C:11]([N:14]([CH2:17][CH3:18])[CH2:15][CH3:16])=[CH:10][C:9]=2[CH3:19])[S:4][N:3]=1.[CH2:20](N(CC)C1C(C)=CC(N)=C(C)C=1)C, predict the reaction product. The product is: [Br:1][C:2]1[N:6]=[C:5]([NH:7][C:8]2[CH:13]=[C:12]([CH3:20])[C:11]([N:14]([CH2:17][CH3:18])[CH2:15][CH3:16])=[CH:10][C:9]=2[CH3:19])[S:4][N:3]=1. (6) Given the reactants [N+:1]([C:4]1[CH:20]=[CH:19][C:7]2[C:8]3[CH:14]=[C:13]([S:15](Cl)(=[O:17])=[O:16])[CH:12]=[CH:11][C:9]=3[O:10][C:6]=2[CH:5]=1)([O-:3])=[O:2].Cl.[NH2:22][C@H:23]([CH:28]([CH3:30])[CH3:29])[C:24]([O:26][CH3:27])=[O:25].C(N(CC)C(C)C)(C)C, predict the reaction product. The product is: [CH3:29][CH:28]([CH3:30])[C@@H:23]([NH:22][S:15]([C:13]1[CH:12]=[CH:11][C:9]2[O:10][C:6]3[CH:5]=[C:4]([N+:1]([O-:3])=[O:2])[CH:20]=[CH:19][C:7]=3[C:8]=2[CH:14]=1)(=[O:17])=[O:16])[C:24]([O:26][CH3:27])=[O:25].